Dataset: NCI-60 drug combinations with 297,098 pairs across 59 cell lines. Task: Regression. Given two drug SMILES strings and cell line genomic features, predict the synergy score measuring deviation from expected non-interaction effect. (1) Drug 1: CN(CCCl)CCCl.Cl. Drug 2: CC1C(C(CC(O1)OC2CC(CC3=C2C(=C4C(=C3O)C(=O)C5=CC=CC=C5C4=O)O)(C(=O)C)O)N)O. Cell line: HCC-2998. Synergy scores: CSS=69.7, Synergy_ZIP=-6.78, Synergy_Bliss=-3.56, Synergy_Loewe=-1.58, Synergy_HSA=-0.410. (2) Drug 1: CCC(=C(C1=CC=CC=C1)C2=CC=C(C=C2)OCCN(C)C)C3=CC=CC=C3.C(C(=O)O)C(CC(=O)O)(C(=O)O)O. Drug 2: C1C(C(OC1N2C=NC(=NC2=O)N)CO)O. Cell line: SNB-75. Synergy scores: CSS=1.78, Synergy_ZIP=0.842, Synergy_Bliss=2.47, Synergy_Loewe=-0.352, Synergy_HSA=0.269.